From a dataset of Catalyst prediction with 721,799 reactions and 888 catalyst types from USPTO. Predict which catalyst facilitates the given reaction. Reactant: Br[C:2](Br)=[CH:3][C:4]1[CH:12]=[CH:11][C:7]2[O:8][CH2:9][O:10][C:6]=2[CH:5]=1.C([Li])CCC. Product: [C:3]([C:4]1[CH:12]=[CH:11][C:7]2[O:8][CH2:9][O:10][C:6]=2[CH:5]=1)#[CH:2]. The catalyst class is: 1.